From a dataset of Peptide-MHC class I binding affinity with 185,985 pairs from IEDB/IMGT. Regression. Given a peptide amino acid sequence and an MHC pseudo amino acid sequence, predict their binding affinity value. This is MHC class I binding data. The peptide sequence is TIYSHLLLV. The MHC is HLA-A68:02 with pseudo-sequence HLA-A68:02. The binding affinity (normalized) is 0.557.